Predict the reaction yield, written as a fraction of the theoretical maximum amount of product (1.0 means a 100% yield; for example, 0.34 means a 34% yield). From a dataset of Reaction yield outcomes from USPTO patents with 853,638 reactions. (1) The reactants are [CH3:1][O:2][C:3]1[CH:7]=[C:6]([C:8]([O:10]C)=[O:9])[N:5]([CH3:12])[N:4]=1.[OH-].[Na+].Cl. The catalyst is CO. The product is [CH3:1][O:2][C:3]1[CH:7]=[C:6]([C:8]([OH:10])=[O:9])[N:5]([CH3:12])[N:4]=1. The yield is 0.400. (2) The reactants are [Cl:1][C:2]1[C:3]([NH2:22])=[CH:4][C:5]2[N:9]=[C:8]([CH2:10][CH3:11])[N:7]([C:12]3[CH:17]=[CH:16][C:15]([CH2:18][CH2:19][Cl:20])=[CH:14][CH:13]=3)[C:6]=2[CH:21]=1.[C:23](Cl)(=[O:25])[CH3:24].O. The catalyst is N1C=CC=CC=1. The product is [Cl:1][C:2]1[C:3]([NH:22][C:23](=[O:25])[CH3:24])=[CH:4][C:5]2[N:9]=[C:8]([CH2:10][CH3:11])[N:7]([C:12]3[CH:13]=[CH:14][C:15]([CH2:18][CH2:19][Cl:20])=[CH:16][CH:17]=3)[C:6]=2[CH:21]=1. The yield is 0.980. (3) The reactants are [Br:1][C:2]1[CH:7]=[CH:6][CH:5]=[CH:4][C:3]=1I.[CH3:9][O:10][C:11]1[CH:16]=[CH:15][CH:14]=[CH:13][C:12]=1B(O)O.C([O-])([O-])=O.[Na+].[Na+]. The catalyst is COCCOC.C(O)C.C1C=CC([P]([Pd]([P](C2C=CC=CC=2)(C2C=CC=CC=2)C2C=CC=CC=2)([P](C2C=CC=CC=2)(C2C=CC=CC=2)C2C=CC=CC=2)[P](C2C=CC=CC=2)(C2C=CC=CC=2)C2C=CC=CC=2)(C2C=CC=CC=2)C2C=CC=CC=2)=CC=1. The product is [Br:1][C:2]1[CH:7]=[CH:6][CH:5]=[CH:4][C:3]=1[C:12]1[CH:13]=[CH:14][CH:15]=[CH:16][C:11]=1[O:10][CH3:9]. The yield is 0.630. (4) The reactants are [CH2:1]([O:8][N:9]1[C:18]2[C:13](=[CH:14][CH:15]=[C:16]([C:19]([OH:21])=O)[CH:17]=2)[NH:12][C:11](=[O:22])[C:10]1=[O:23])[C:2]1[CH:7]=[CH:6][CH:5]=[CH:4][CH:3]=1.ON1C2C=CC=CC=2N=N1.Cl.CN(C)CCCN=C=NCC.Cl.[CH2:47]([O:54][NH2:55])[C:48]1[CH:53]=[CH:52][CH:51]=[CH:50][CH:49]=1.C(N(CC)CC)C. The catalyst is CN(C)C=O. The product is [CH2:1]([O:8][N:9]1[C:18]2[C:13](=[CH:14][CH:15]=[C:16]([C:19](=[O:21])[NH:55][O:54][CH2:47][C:48]3[CH:53]=[CH:52][CH:51]=[CH:50][CH:49]=3)[CH:17]=2)[NH:12][C:11](=[O:22])[C:10]1=[O:23])[C:2]1[CH:7]=[CH:6][CH:5]=[CH:4][CH:3]=1. The yield is 0.510. (5) The reactants are [CH3:1][O:2][C:3](=[O:36])[NH:4][C@H:5]([C:9]([N:11]1[CH2:15][CH2:14][CH2:13][C@H:12]1[C:16]1[NH:17][C:18]([C:21]2[CH:26]=[CH:25][C:24](B3OC(C)(C)C(C)(C)O3)=[CH:23][CH:22]=2)=[CH:19][N:20]=1)=[O:10])[CH:6]([CH3:8])[CH3:7].[CH3:37][O:38][C:39](=[O:68])[NH:40][C@@H:41]1[CH:49]2[C:50](=[O:66])[CH2:51][C@H:52]([C:54]3[NH:55][C:56]([C:59]4[CH:64]=[CH:63][C:62](Br)=[CH:61][CH:60]=4)=[CH:57][N:58]=3)[CH2:53][N:47]3[C:48]2=[C:44]([CH:45]=[CH:46]3)[C:43](=[O:67])[CH2:42]1.C(=O)(O)[O-].[Na+]. The catalyst is O.C(O)(C)(C)C.C1C=CC(P(C2C=CC=CC=2)[C-]2C=CC=C2)=CC=1.C1C=CC(P(C2C=CC=CC=2)[C-]2C=CC=C2)=CC=1.Cl[Pd]Cl.[Fe+2]. The product is [CH3:37][O:38][C:39](=[O:68])[NH:40][C@@H:41]1[CH:49]2[C:50](=[O:66])[CH2:51][C@H:52]([C:54]3[NH:55][C:56]([C:59]4[CH:60]=[CH:61][C:62]([C:24]5[CH:25]=[CH:26][C:21]([C:18]6[NH:17][C:16]([C@@H:12]7[CH2:13][CH2:14][CH2:15][N:11]7[C:9](=[O:10])[C@@H:5]([NH:4][C:3]([O:2][CH3:1])=[O:36])[CH:6]([CH3:8])[CH3:7])=[N:20][CH:19]=6)=[CH:22][CH:23]=5)=[CH:63][CH:64]=4)=[CH:57][N:58]=3)[CH2:53][N:47]3[C:48]2=[C:44]([CH:45]=[CH:46]3)[C:43](=[O:67])[CH2:42]1. The yield is 0.240. (6) The reactants are CC(C)([O-])C.[K+].[F:7][C:8]1[C:9]([N+:14]([O-:16])=[O:15])=[N:10][CH:11]=[CH:12][CH:13]=1.[CH2:17]([O:19][C:20](=[O:24])[CH:21](Cl)[CH3:22])[CH3:18].Cl. The catalyst is CN(C)C=O. The product is [CH2:17]([O:19][C:20](=[O:24])[CH:21]([C:12]1[CH:11]=[N:10][C:9]([N+:14]([O-:16])=[O:15])=[C:8]([F:7])[CH:13]=1)[CH3:22])[CH3:18]. The yield is 0.450. (7) The reactants are [Cl:1][C:2]1[CH:7]=[C:6]([F:8])[CH:5]=[CH:4][C:3]=1[C:9]1[C:13]2=[N:14][CH:15]=[CH:16][C:17]([C:18]3[C:19](O)=[N:20][CH:21]=[N:22][CH:23]=3)=[C:12]2[O:11][N:10]=1.P(Cl)(Cl)([Cl:27])=O. No catalyst specified. The product is [Cl:1][C:2]1[CH:7]=[C:6]([F:8])[CH:5]=[CH:4][C:3]=1[C:9]1[C:13]2=[N:14][CH:15]=[CH:16][C:17]([C:18]3[C:19]([Cl:27])=[N:20][CH:21]=[N:22][CH:23]=3)=[C:12]2[O:11][N:10]=1. The yield is 1.00. (8) The reactants are [S].P12([S:14][P:12]3([S:15]P(S[P:8]([S:11]3)([S:10]1)=[S:9])(=S)S2)=[S:13])=S.[CH:16]1[CH:21]=[CH:20][C:19]([CH2:22]S)=[CH:18][CH:17]=1. The catalyst is C1C(Cl)=CC=C(Cl)C=1. The product is [CH2:22]([S:10][P:8]1(=[S:9])[S:11][P:12]([S:14][CH2:22][C:19]2[CH:20]=[CH:21][CH:16]=[CH:17][CH:18]=2)(=[S:13])[S:15]1)[C:19]1[CH:20]=[CH:21][CH:16]=[CH:17][CH:18]=1. The yield is 0.500. (9) The reactants are [NH:1]1[C:9]2[C:4](=[CH:5][CH:6]=[CH:7][CH:8]=2)[C:3](=[O:10])[NH:2]1.C(=O)([O-])[O-].[K+].[K+].Br[CH2:18][C:19]1[CH:24]=[CH:23][C:22]([CH2:25][CH2:26][CH3:27])=[CH:21][CH:20]=1. The catalyst is CN(C)C=O.O. The product is [CH2:25]([C:22]1[CH:23]=[CH:24][C:19]([CH2:18][N:1]2[C:9]3[C:4](=[CH:5][CH:6]=[CH:7][CH:8]=3)[C:3](=[O:10])[NH:2]2)=[CH:20][CH:21]=1)[CH2:26][CH3:27]. The yield is 0.410. (10) The reactants are [CH3:1][O:2][C:3]1[CH:8]=[CH:7][C:6]([O:9][CH3:10])=[CH:5][C:4]=1[S:11][C:12]1[NH:13][C:14]2[C:19]([N:20]=1)=[C:18]([NH2:21])[N:17]=[CH:16][N:15]=2.Br[CH2:23][CH2:24][C:25]1[CH:30]=[CH:29][CH:28]=[CH:27][C:26]=1[Cl:31]. No catalyst specified. The product is [Cl:31][C:26]1[CH:27]=[CH:28][CH:29]=[CH:30][C:25]=1[CH2:24][CH2:23][N:15]1[C:14]2[C:19]([N:20]=[C:12]([S:11][C:4]3[CH:5]=[C:6]([O:9][CH3:10])[CH:7]=[CH:8][C:3]=3[O:2][CH3:1])[N:13]=2)=[C:18]([NH2:21])[N:17]=[CH:16]1. The yield is 0.180.